Dataset: Full USPTO retrosynthesis dataset with 1.9M reactions from patents (1976-2016). Task: Predict the reactants needed to synthesize the given product. (1) Given the product [F:16][C:13]1[CH:14]=[CH:15][C:10]([C:7]2[O:8][CH:9]=[C:5]([CH:3]([OH:4])[CH2:2][NH:1][C:29](=[O:30])[C:28]3[CH:32]=[C:24]([C:21]4[N:20]=[C:19]([C:18]([F:34])([F:33])[F:17])[O:23][N:22]=4)[CH:25]=[N:26][CH:27]=3)[N:6]=2)=[CH:11][CH:12]=1, predict the reactants needed to synthesize it. The reactants are: [NH2:1][CH2:2][CH:3]([C:5]1[N:6]=[C:7]([C:10]2[CH:15]=[CH:14][C:13]([F:16])=[CH:12][CH:11]=2)[O:8][CH:9]=1)[OH:4].[F:17][C:18]([F:34])([F:33])[C:19]1[O:23][N:22]=[C:21]([C:24]2[CH:25]=[N:26][CH:27]=[C:28]([CH:32]=2)[C:29](O)=[O:30])[N:20]=1. (2) Given the product [CH3:1][N:2]1[C:3]2[CH:8]=[CH:7][CH:6]=[CH:5][C:4]=2[N:9]=[C:10]1[CH:11]([OH:12])[CH:13]([C:15]1[N:2]([CH3:1])[C:3]2[CH:8]=[CH:7][CH:6]=[CH:5][C:4]=2[N:9]=1)[OH:14], predict the reactants needed to synthesize it. The reactants are: [CH3:1][NH:2][C:3]1[C:4]([NH2:9])=[CH:5][CH:6]=[CH:7][CH:8]=1.[C:10](O)(=O)[CH:11]([CH:13]([C:15](O)=O)[OH:14])[OH:12]. (3) Given the product [CH3:29][C:5]1[CH:6]=[C:7]([NH:10][C:11]([C:13]2[C:14]([C:19]3[CH:20]=[CH:21][C:22]([C:25]([F:28])([F:26])[F:27])=[CH:23][CH:24]=3)=[CH:15][CH:16]=[CH:17][CH:18]=2)=[O:12])[CH:8]=[CH:9][C:4]=1[NH:3][CH2:30][CH2:31][C:32]1[CH:37]=[CH:36][CH:35]=[CH:34][N:33]=1, predict the reactants needed to synthesize it. The reactants are: C([N:3]([CH2:30][CH2:31][C:32]1[CH:37]=[CH:36][CH:35]=[CH:34][N:33]=1)[C:4]1[CH:9]=[CH:8][C:7]([NH:10][C:11]([C:13]2[C:14]([C:19]3[CH:24]=[CH:23][C:22]([C:25]([F:28])([F:27])[F:26])=[CH:21][CH:20]=3)=[CH:15][CH:16]=[CH:17][CH:18]=2)=[O:12])=[CH:6][C:5]=1[CH3:29])=O.Cl.